Task: Predict the product of the given reaction.. Dataset: Forward reaction prediction with 1.9M reactions from USPTO patents (1976-2016) Given the reactants NC1C=C(OC)C(OC)=CC=1C1CCC2C=C(O)C=CC=2C1.[CH2:23]([NH:25][C:26]1[CH:31]=[C:30]([O:32][CH3:33])[C:29]([O:34][CH3:35])=[CH:28][C:27]=1[CH:36]1[CH2:45][CH2:44][C:43]2[CH:42]=[C:41]([OH:46])[CH:40]=[CH:39][C:38]=2[CH2:37]1)[CH3:24].[N:47]1([CH2:54][CH2:55][O:56][C:57]2[CH:64]=[CH:63][C:60]([CH:61]=O)=[CH:59][CH:58]=2)[CH2:53][CH2:52][CH2:51][CH2:50][CH2:49][CH2:48]1, predict the reaction product. The product is: [N:47]1([CH2:54][CH2:55][O:56][C:57]2[CH:64]=[CH:63][C:60]([CH2:61][CH2:24][CH2:23][NH:25][C:26]3[CH:31]=[C:30]([O:32][CH3:33])[C:29]([O:34][CH3:35])=[CH:28][C:27]=3[CH:36]3[CH2:45][CH2:44][C:43]4[CH:42]=[C:41]([OH:46])[CH:40]=[CH:39][C:38]=4[CH2:37]3)=[CH:59][CH:58]=2)[CH2:53][CH2:52][CH2:51][CH2:50][CH2:49][CH2:48]1.